This data is from Catalyst prediction with 721,799 reactions and 888 catalyst types from USPTO. The task is: Predict which catalyst facilitates the given reaction. (1) Reactant: BrC1C=N[C:5]2[N:6]=[CH:7][N:8]([C:11]3[CH:16]=[CH:15][CH:14]=[CH:13][C:12]=3[F:17])[C:9](=[O:10])[C:4]=2C=1.[F:20][C:21]1[CH:26]=[CH:25][C:24]([C:27]2[O:28][C:29]3[CH:39]=[C:38]([N:40]([CH3:45])[S:41]([CH3:44])(=[O:43])=[O:42])[C:37](B4OC(C)(C)C(C)(C)O4)=[CH:36][C:30]=3[C:31]=2[C:32]([NH:34][CH3:35])=[O:33])=[CH:23][CH:22]=1.[O-]P([O-])([O-])=O.[K+].[K+].[K+]. Product: [F:20][C:21]1[CH:26]=[CH:25][C:24]([C:27]2[O:28][C:29]3[CH:39]=[C:38]([N:40]([CH3:45])[S:41]([CH3:44])(=[O:43])=[O:42])[C:37]([C:5]4[CH:4]=[CH:9][C:5]5[N:6]=[CH:7][N:8]([C:11]6[CH:16]=[CH:15][CH:14]=[CH:13][C:12]=6[F:17])[C:9](=[O:10])[C:4]=5[N:6]=4)=[CH:36][C:30]=3[C:31]=2[C:32]([NH:34][CH3:35])=[O:33])=[CH:23][CH:22]=1. The catalyst class is: 423. (2) Reactant: [Br:1][C:2]1[CH:3]=[N:4][CH:5]=[C:6](Br)[CH:7]=1.[CH3:9][O-:10].[Na+].CO. Product: [Br:1][C:2]1[CH:3]=[N:4][CH:5]=[C:6]([O:10][CH3:9])[CH:7]=1. The catalyst class is: 3.